Dataset: Forward reaction prediction with 1.9M reactions from USPTO patents (1976-2016). Task: Predict the product of the given reaction. Given the reactants [Si:1]([O:8][CH2:9][CH2:10][C:11]1[CH:16]=[CH:15][C:14]([C:17]2[CH:18]=[C:19]3[C:24](=[CH:25][CH:26]=2)[CH2:23][NH:22][CH2:21][CH2:20]3)=[CH:13][CH:12]=1)([C:4]([CH3:7])([CH3:6])[CH3:5])([CH3:3])[CH3:2].C(N(CC)CC)C.[C:34]([O:37][CH2:38][C:39](Cl)=[O:40])(=[O:36])[CH3:35], predict the reaction product. The product is: [C:34]([O:37][CH2:38][C:39]([N:22]1[CH2:21][CH2:20][C:19]2[C:24](=[CH:25][CH:26]=[C:17]([C:14]3[CH:15]=[CH:16][C:11]([CH2:10][CH2:9][O:8][Si:1]([C:4]([CH3:6])([CH3:7])[CH3:5])([CH3:3])[CH3:2])=[CH:12][CH:13]=3)[CH:18]=2)[CH2:23]1)=[O:40])(=[O:36])[CH3:35].